From a dataset of Forward reaction prediction with 1.9M reactions from USPTO patents (1976-2016). Predict the product of the given reaction. (1) Given the reactants [Cl:1][C:2]1[CH:7]=[C:6]([C:8]#[C:9][Si](C)(C)C)[CH:5]=[CH:4][C:3]=1[NH:14][C:15]1[C:27]([F:28])=[C:26]([F:29])[CH:25]=[CH:24][C:16]=1[C:17]([NH:19][O:20][CH2:21][CH2:22][OH:23])=[O:18].C(O)(=O)C.[F-].[Cs+], predict the reaction product. The product is: [Cl:1][C:2]1[CH:7]=[C:6]([C:8]#[CH:9])[CH:5]=[CH:4][C:3]=1[NH:14][C:15]1[C:27]([F:28])=[C:26]([F:29])[CH:25]=[CH:24][C:16]=1[C:17]([NH:19][O:20][CH2:21][CH2:22][OH:23])=[O:18]. (2) The product is: [CH2:1]([O:8][C:9]1[CH:17]=[CH:16][C:12]([CH2:13][OH:14])=[CH:11][C:10]=1[C:18]([F:19])([F:21])[F:20])[C:2]1[CH:3]=[CH:4][CH:5]=[CH:6][CH:7]=1. Given the reactants [CH2:1]([O:8][C:9]1[CH:17]=[CH:16][C:12]([C:13](O)=[O:14])=[CH:11][C:10]=1[C:18]([F:21])([F:20])[F:19])[C:2]1[CH:7]=[CH:6][CH:5]=[CH:4][CH:3]=1.[H-].[Al+3].[Li+].[H-].[H-].[H-], predict the reaction product. (3) Given the reactants FC(F)(F)C(OC(=O)C(F)(F)F)=[O:4].[Br:14][C:15]1[CH:16]=[C:17]2[C:22](=[CH:23][C:24]=1[O:25][CH3:26])[N+:21]([O-])=[CH:20][CH:19]=[CH:18]2.O, predict the reaction product. The product is: [Br:14][C:15]1[CH:16]=[C:17]2[C:22](=[CH:23][C:24]=1[O:25][CH3:26])[NH:21][C:20](=[O:4])[CH:19]=[CH:18]2. (4) Given the reactants [CH2:1]([O:3][C:4]1[C:9]([C:10]2([OH:31])[C:18]3[C:13](=[CH:14][CH:15]=[C:16]([C:19]#[N:20])[CH:17]=3)[N:12]([S:21]([C:24]3[CH:29]=[CH:28][CH:27]=[CH:26][CH:25]=3)(=[O:23])=[O:22])[C:11]2=[O:30])=[CH:8][CH:7]=[CH:6][N:5]=1)[CH3:2].Cl[C:33]([O:35][C:36]1[CH:41]=[CH:40][CH:39]=[CH:38][CH:37]=1)=[O:34], predict the reaction product. The product is: [C:33](=[O:34])([O:35][C:36]1[CH:41]=[CH:40][CH:39]=[CH:38][CH:37]=1)[O:31][C:10]1([C:9]2[C:4]([O:3][CH2:1][CH3:2])=[N:5][CH:6]=[CH:7][CH:8]=2)[C:18]2[C:13](=[CH:14][CH:15]=[C:16]([C:19]#[N:20])[CH:17]=2)[N:12]([S:21]([C:24]2[CH:29]=[CH:28][CH:27]=[CH:26][CH:25]=2)(=[O:23])=[O:22])[C:11]1=[O:30]. (5) Given the reactants Br[CH2:2][C:3]([O:5][CH2:6][CH3:7])=[O:4].[F:8][C:9]1[CH:23]=[CH:22][C:12]([CH:13](Cl)[C:14]2[CH:19]=[CH:18][C:17]([F:20])=[CH:16][CH:15]=2)=[CH:11][CH:10]=1, predict the reaction product. The product is: [CH2:6]([O:5][C:3](=[O:4])[CH2:2][CH:13]([C:12]1[CH:22]=[CH:23][C:9]([F:8])=[CH:10][CH:11]=1)[C:14]1[CH:15]=[CH:16][C:17]([F:20])=[CH:18][CH:19]=1)[CH3:7]. (6) Given the reactants [OH:1][CH:2]([C:21]1[CH:26]=[CH:25][C:24](OC2C=CC=CC=2)=[CH:23][N:22]=1)[CH:3]([CH2:7][C:8]1[CH:13]=[CH:12][CH:11]=[C:10]([O:14][C:15]([F:20])([F:19])[CH:16]([F:18])[F:17])[CH:9]=1)C(O)=O.C1(P(N=[N+]=[N-])([C:42]2[CH:47]=CC=CC=2)=O)C=CC=CC=1.C([N:53]([CH2:56]C)CC)C.[OH2:58].[O:59]1[CH2:63][CH2:62][CH2:61][CH2:60]1, predict the reaction product. The product is: [O:59]([C:24]1[CH:25]=[CH:26][C:21]([CH:2]2[O:1][C:56](=[O:58])[NH:53][CH:3]2[CH2:7][C:8]2[CH:13]=[CH:12][CH:11]=[C:10]([O:14][C:15]([F:19])([F:20])[CH:16]([F:17])[F:18])[CH:9]=2)=[N:22][CH:23]=1)[C:63]1[CH:42]=[CH:47][CH:60]=[CH:61][CH:62]=1. (7) Given the reactants [H-].[Al+3].[Li+].[H-].[H-].[H-].COC(=O)C[CH:11]([C:18]1[CH:19]=[C:20]2[C:24](=[CH:25][CH:26]=1)[N:23]([S:27]([C:30]1[CH:35]=[CH:34][CH:33]=[CH:32][CH:31]=1)(=[O:29])=[O:28])[CH:22]=[CH:21]2)[C:12]1[CH:17]=[CH:16][CH:15]=[CH:14][CH:13]=1.[CH3:37][O:38]C(=O)C=CC1C=C2C(=CC=1)N(S(C1C=CC=CC=1)(=O)=O)C=C2, predict the reaction product. The product is: [C:30]1([S:27]([N:23]2[C:24]3[C:20](=[CH:19][C:18]([CH:11]([C:12]4[CH:13]=[CH:14][CH:15]=[CH:16][CH:17]=4)[CH2:37][OH:38])=[CH:26][CH:25]=3)[CH:21]=[CH:22]2)(=[O:29])=[O:28])[CH:31]=[CH:32][CH:33]=[CH:34][CH:35]=1. (8) Given the reactants C(N1[CH2:13][CH2:12][N:11]([C:14]2[N:19]=[CH:18][C:17]([NH:20][C:21]([C:23]3[O:27][C:26]([C:28]4[CH:33]=[CH:32][CH:31]=[CH:30][CH:29]=4)=[N:25][C:24]=3[C:34]([F:37])([F:36])[F:35])=[O:22])=[CH:16][CH:15]=2)[CH2:10]C1=O)C1C=CC=CC=1.C1(C2OC(C(O)=O)=C(C(F)(F)F)N=2)C=CC=CC=1.[OH:57][CH:58]([C:72]1[CH:77]=[CH:76][CH:75]=[CH:74][CH:73]=1)[CH:59]1CCN(C2N=CC(N)=CC=2)C[CH2:60]1, predict the reaction product. The product is: [OH:57][CH:58]([C:72]1[CH:77]=[CH:76][CH:75]=[CH:74][CH:73]=1)[CH:59]1[CH2:13][CH2:12][N:11]([C:14]2[N:19]=[CH:18][C:17]([NH:20][C:21]([C:23]3[O:27][C:26]([C:28]4[CH:33]=[CH:32][CH:31]=[CH:30][CH:29]=4)=[N:25][C:24]=3[C:34]([F:37])([F:36])[F:35])=[O:22])=[CH:16][CH:15]=2)[CH2:10][CH2:60]1. (9) Given the reactants F[C:2]1[CH:9]=[CH:8][CH:7]=[CH:6][C:3]=1[CH:4]=[O:5].C(=O)([O-])[O-].[K+].[K+].[NH:16]1[CH2:21][CH2:20][CH2:19][CH2:18][CH2:17]1, predict the reaction product. The product is: [N:16]1([C:2]2[CH:9]=[CH:8][CH:7]=[CH:6][C:3]=2[CH:4]=[O:5])[CH2:21][CH2:20][CH2:19][CH2:18][CH2:17]1. (10) Given the reactants O[C:2]1[C:3]([C:11]2([CH2:26][OH:27])[C:15]3[CH:16]=[N:17][CH:18]=[CH:19][C:14]=3[N:13]([CH2:20][CH2:21][CH2:22][CH2:23][CH3:24])[C:12]2=[O:25])=[CH:4][C:5]2[O:9][CH2:8][O:7][C:6]=2[CH:10]=1.OC1C(C2(CO)C3C(=NC=CC=3)N(CCCCC)C2=O)=CC2OCOC=2C=1, predict the reaction product. The product is: [CH2:20]([N:13]1[C:14]2[CH:19]=[CH:18][N:17]=[CH:16][C:15]=2[C:11]2([C:3]3=[CH:4][C:5]4[O:9][CH2:8][O:7][C:6]=4[CH:10]=[C:2]3[O:27][CH2:26]2)[C:12]1=[O:25])[CH2:21][CH2:22][CH2:23][CH3:24].